Dataset: Full USPTO retrosynthesis dataset with 1.9M reactions from patents (1976-2016). Task: Predict the reactants needed to synthesize the given product. (1) Given the product [CH3:8][O:9][C:10]([C:12]1[CH:13]=[C:14]([CH3:35])[C:15]2[O:21][C:20]3[C:22]([Cl:31])=[CH:23][C:24]([NH:26][C:27](=[O:30])[CH2:28][N:5]4[CH2:6][CH2:7][N:2]([CH3:1])[CH2:3][CH2:4]4)=[CH:25][C:19]=3[CH2:18][S:17](=[O:32])(=[O:33])[C:16]=2[CH:34]=1)=[O:11], predict the reactants needed to synthesize it. The reactants are: [CH3:1][N:2]1[CH2:7][CH2:6][NH:5][CH2:4][CH2:3]1.[CH3:8][O:9][C:10]([C:12]1[CH:13]=[C:14]([CH3:35])[C:15]2[O:21][C:20]3[C:22]([Cl:31])=[CH:23][C:24]([NH:26][C:27](=[O:30])[CH2:28]Cl)=[CH:25][C:19]=3[CH2:18][S:17](=[O:33])(=[O:32])[C:16]=2[CH:34]=1)=[O:11]. (2) Given the product [N:21]1[CH:26]=[CH:25][CH:24]=[CH:23][C:22]=1[N:27]1[C:5]([C:7]2[CH:17]=[CH:16][C:10]3[O:11][CH2:12][C:13](=[O:15])[NH:14][C:9]=3[CH:8]=2)=[CH:4][C:3]([C:2]([F:20])([F:19])[F:1])=[N:28]1, predict the reactants needed to synthesize it. The reactants are: [F:1][C:2]([F:20])([F:19])[C:3](O)=[CH:4][C:5]([C:7]1[CH:17]=[CH:16][C:10]2[O:11][CH2:12][C:13](=[O:15])[NH:14][C:9]=2[CH:8]=1)=O.[N:21]1[CH:26]=[CH:25][CH:24]=[CH:23][C:22]=1[NH:27][NH2:28]. (3) The reactants are: Cl[C:2]([O:4][CH2:5][C:6]1[CH:11]=[CH:10][CH:9]=[CH:8][CH:7]=1)=[O:3].FC(F)(F)C(O)=O.[CH2:19]([CH:21]1[NH:28][CH2:27][C:24]2([CH2:26][CH2:25]2)[NH:23][C:22]1=[O:29])[CH3:20].C(N(CC)CC)C.O. Given the product [CH2:19]([CH:21]1[N:28]([C:2]([O:4][CH2:5][C:6]2[CH:11]=[CH:10][CH:9]=[CH:8][CH:7]=2)=[O:3])[CH2:27][C:24]2([CH2:25][CH2:26]2)[NH:23][C:22]1=[O:29])[CH3:20], predict the reactants needed to synthesize it. (4) Given the product [CH3:27][N:25]1[CH2:26][C:21]2[C:20]([N:28]3[CH2:33][CH2:32][O:31][CH2:30][C@@H:29]3[CH3:34])=[N:19][C:18]([C:9]3[CH:10]=[CH:11][C:12]([NH2:13])=[CH:14][CH:15]=3)=[N:23][C:22]=2[CH2:24]1, predict the reactants needed to synthesize it. The reactants are: CC1(C)C(C)(C)OB([C:9]2[CH:15]=[CH:14][C:12]([NH2:13])=[CH:11][CH:10]=2)O1.Cl[C:18]1[N:19]=[C:20]([N:28]2[CH2:33][CH2:32][O:31][CH2:30][C@@H:29]2[CH3:34])[C:21]2[CH2:26][N:25]([CH3:27])[CH2:24][C:22]=2[N:23]=1.